Task: Predict the reactants needed to synthesize the given product.. Dataset: Full USPTO retrosynthesis dataset with 1.9M reactions from patents (1976-2016) Given the product [C:13]([O:16][CH2:2][C:3]1[C:4]([C:5]#[N:6])=[C:7]([Cl:12])[CH:8]=[C:9]([Cl:11])[N:10]=1)(=[O:15])[CH3:14], predict the reactants needed to synthesize it. The reactants are: Br[CH2:2][C:3]1[N:10]=[C:9]([Cl:11])[CH:8]=[C:7]([Cl:12])[C:4]=1[C:5]#[N:6].[C:13]([O-:16])(=[O:15])[CH3:14].[Na+].